Dataset: Reaction yield outcomes from USPTO patents with 853,638 reactions. Task: Predict the reaction yield, written as a fraction of the theoretical maximum amount of product (1.0 means a 100% yield; for example, 0.34 means a 34% yield). The reactants are [Cl:1][C:2]1[N:11]=[C:10](Cl)[C:9]2[C:4](=[CH:5][CH:6]=[CH:7][CH:8]=2)[N:3]=1.[CH3:13][O:14][C:15]1[CH:23]=[CH:22][CH:21]=[CH:20][C:16]=1[CH2:17][NH:18][CH3:19].C([O-])(O)=O.[Na+]. The catalyst is Cl.CC(O)C. The product is [Cl:1][C:2]1[N:11]=[C:10]([N:18]([CH2:17][C:16]2[CH:20]=[CH:21][CH:22]=[CH:23][C:15]=2[O:14][CH3:13])[CH3:19])[C:9]2[C:4](=[CH:5][CH:6]=[CH:7][CH:8]=2)[N:3]=1. The yield is 0.390.